Dataset: TCR-epitope binding with 47,182 pairs between 192 epitopes and 23,139 TCRs. Task: Binary Classification. Given a T-cell receptor sequence (or CDR3 region) and an epitope sequence, predict whether binding occurs between them. (1) The epitope is NLWNTFTRL. The TCR CDR3 sequence is CASSWGTGLTEAFF. Result: 0 (the TCR does not bind to the epitope). (2) The epitope is QARQMVQAMRTIGTHP. The TCR CDR3 sequence is CASSPGTHNEQFF. Result: 0 (the TCR does not bind to the epitope). (3) The epitope is IVTDFSVIK. The TCR CDR3 sequence is CASSQDRGVEAFF. Result: 0 (the TCR does not bind to the epitope). (4) The epitope is YLNTLTLAV. The TCR CDR3 sequence is CASSLGGFRNSPLHF. Result: 1 (the TCR binds to the epitope).